From a dataset of Experimentally validated miRNA-target interactions with 360,000+ pairs, plus equal number of negative samples. Binary Classification. Given a miRNA mature sequence and a target amino acid sequence, predict their likelihood of interaction. (1) The miRNA is hsa-miR-570-3p with sequence CGAAAACAGCAAUUACCUUUGC. The protein sequence of the target gene is MAGGRGAPGRGRDEPPESYPQRQDHELQALEAIYGADFQDLRPDACGPVKEPPEINLVLYPQGLTGEEVYVKVDLRVKCPPTYPDVVPEIELKNAKGLSNESVNLLKSRLEELAKKHCGEVMIFELAYHVQSFLSEHNKPPPKSFHEEMLERRAQEEQQRLLEAKRKEEQEQREILHEIQRRKEEIKEEKKRKEMAKQERLEIASLSNQDHTSKKDPGGHRTAAILHGGSPDFVGNGKHRANSSGRSRRERQYSVCNSEDSPGSCEILYFNMGSPDQLMVHKGKCIGSDEQLGKLVYNAL.... Result: 0 (no interaction). (2) The miRNA is hsa-miR-4663 with sequence AGCUGAGCUCCAUGGACGUGCAGU. The protein sequence of the target gene is MDGSGERSLPEPGSQSSAASDDIEIVVNVGGVRQVLYGDLLSQYPETRLAELINCLAGGYDTIFSLCDDYDPGKREFYFDRDPDAFKCVIEVYYFGEVHMKKGICPICFKNEMDFWKVDLKFLDDCCKSHLSEKREELEEIARRVQLILDDLGVDAAEGRWRRCQKCVWKFLEKPESSCPARVVAVLSFLLILVSSVVMCMGTIPELQVLDAEGNRVEHPTLENVETACIGWFTLEYLLRLFSSPNKLHFALSFMNIVDVLAILPFYVSLTLTHLGARMMELTNVQQAVQALRIMRIARI.... Result: 0 (no interaction). (3) The miRNA is hsa-miR-4710 with sequence GGGUGAGGGCAGGUGGUU. The protein sequence of the target gene is MSETAPAETATPAPVEKSPAKKKATKKAAGAGAAKRKATGPPVSELITKAVAASKERNGLSLAALKKALAAGGYDVEKNNSRIKLGLKSLVSKGTLVQTKGTGASGSFKLNKKAASGEAKPKAKKAGAAKAKKPAGATPKKAKKAAGAKKAVKKTPKKAKKPAAAGVKKVAKSPKKAKAAAKPKKATKSPAKPKAVKPKAAKPKAAKPKAAKPKAAKAKKAAAKKK. Result: 0 (no interaction).